This data is from Retrosynthesis with 50K atom-mapped reactions and 10 reaction types from USPTO. The task is: Predict the reactants needed to synthesize the given product. (1) The reactants are: CCOC(=O)c1c[nH]c2c(F)cc(I)cc2c1=O. Given the product O=C(O)c1c[nH]c2c(F)cc(I)cc2c1=O, predict the reactants needed to synthesize it. (2) Given the product Cc1c(C)n2nc(N3CCC[C@@H](NC(=O)OC(C)(C)C)C3)c(Cc3ccccc3Cl)c2c(=O)n1CC(=O)c1ccccc1, predict the reactants needed to synthesize it. The reactants are: Cc1[nH]c(=O)c2c(Cc3ccccc3Cl)c(N3CCC[C@@H](NC(=O)OC(C)(C)C)C3)nn2c1C.O=C(CBr)c1ccccc1.